From a dataset of Reaction yield outcomes from USPTO patents with 853,638 reactions. Predict the reaction yield, written as a fraction of the theoretical maximum amount of product (1.0 means a 100% yield; for example, 0.34 means a 34% yield). (1) The reactants are [CH:1]([N:5]1[C:13]2[C:8](=[C:9]([C:33](=[O:46])[NH:34][CH2:35][C:36]3[C:37]([O:44]C)=[N:38][N:39]([CH2:42][CH3:43])[C:40]=3[CH3:41])[CH:10]=[C:11]([C:14]3[CH:15]=[CH:16][C:17]([N:20]4[CH2:25][CH2:24][N:23](C(OC(C)(C)C)=O)[CH2:22][CH2:21]4)=[N:18][CH:19]=3)[CH:12]=2)[C:7]([CH3:47])=[CH:6]1)([CH2:3][CH3:4])[CH3:2].B(Br)(Br)Br. The catalyst is C(Cl)Cl. The product is [CH:1]([N:5]1[C:13]2[CH:12]=[C:11]([C:14]3[CH:19]=[N:18][C:17]([N:20]4[CH2:21][CH2:22][NH:23][CH2:24][CH2:25]4)=[CH:16][CH:15]=3)[CH:10]=[C:9]([C:33]([NH:34][CH2:35][C:36]3[C:37](=[O:44])[NH:38][N:39]([CH2:42][CH3:43])[C:40]=3[CH3:41])=[O:46])[C:8]=2[C:7]([CH3:47])=[CH:6]1)([CH2:3][CH3:4])[CH3:2]. The yield is 0.240. (2) The reactants are [O:1]1[C:5]2([CH2:10][CH2:9][CH:8]([CH2:11][O:12][C:13]3[C:25](Cl)=[CH:24][C:16]([C:17]([O:19][C:20]([CH3:23])([CH3:22])[CH3:21])=[O:18])=[C:15]([F:27])[CH:14]=3)[CH2:7][CH2:6]2)[O:4][CH2:3][CH2:2]1.[CH:28]1(B(O)O)[CH2:30][CH2:29]1.[O-]P([O-])([O-])=O.[K+].[K+].[K+].F[B-](F)(F)F.C1(P(C2CCCCC2)C2CCCCC2)CCCCC1. The catalyst is C1(C)C=CC=CC=1.C(OCC)(=O)C.C([O-])(=O)C.[Pd+2].C([O-])(=O)C.O. The product is [O:1]1[C:5]2([CH2:10][CH2:9][CH:8]([CH2:11][O:12][C:13]3[C:25]([CH:28]4[CH2:30][CH2:29]4)=[CH:24][C:16]([C:17]([O:19][C:20]([CH3:23])([CH3:22])[CH3:21])=[O:18])=[C:15]([F:27])[CH:14]=3)[CH2:7][CH2:6]2)[O:4][CH2:3][CH2:2]1. The yield is 0.160.